From a dataset of Forward reaction prediction with 1.9M reactions from USPTO patents (1976-2016). Predict the product of the given reaction. (1) Given the reactants [Li+].C[Si]([N-][Si](C)(C)C)(C)C.[CH2:11]([O:13][C:14](=[O:25])[CH2:15][CH2:16][NH:17][C:18]([O:20][C:21]([CH3:24])([CH3:23])[CH3:22])=[O:19])[CH3:12].Br[CH2:27][C:28]1[C:29]([F:40])=[CH:30][CH:31]=[C:32]2[C:37]=1[N:36]=[C:35]([O:38][CH3:39])[CH:34]=[CH:33]2.O, predict the reaction product. The product is: [CH2:11]([O:13][C:14](=[O:25])[CH:15]([CH2:16][NH:17][C:18]([O:20][C:21]([CH3:24])([CH3:23])[CH3:22])=[O:19])[CH2:27][C:28]1[C:29]([F:40])=[CH:30][CH:31]=[C:32]2[C:37]=1[N:36]=[C:35]([O:38][CH3:39])[CH:34]=[CH:33]2)[CH3:12]. (2) Given the reactants [O:1]([C:8]1[CH:13]=[CH:12][CH:11]=[CH:10][C:9]=1[NH:14][S:15]([C:18]1[CH:30]=[CH:29][C:21]([C:22]([NH:24][CH2:25][C:26]([OH:28])=O)=[O:23])=[CH:20][CH:19]=1)(=[O:17])=[O:16])[C:2]1[CH:7]=[CH:6][CH:5]=[CH:4][CH:3]=1.[S:31]1[C:35]2[CH:36]=[C:37]([NH2:40])[CH:38]=[CH:39][C:34]=2[N:33]=[CH:32]1, predict the reaction product. The product is: [S:31]1[C:35]2[CH:36]=[C:37]([NH:40][C:26]([CH2:25][NH:24][C:22](=[O:23])[C:21]3[CH:29]=[CH:30][C:18]([S:15](=[O:16])(=[O:17])[NH:14][C:9]4[CH:10]=[CH:11][CH:12]=[CH:13][C:8]=4[O:1][C:2]4[CH:7]=[CH:6][CH:5]=[CH:4][CH:3]=4)=[CH:19][CH:20]=3)=[O:28])[CH:38]=[CH:39][C:34]=2[N:33]=[CH:32]1. (3) The product is: [Cl:25][C:9]1[C:10]2[C:5](=[CH:4][C:3]([O:2][CH3:1])=[CH:12][C:11]=2[O:13][CH3:14])[CH:6]=[C:7]([NH:16][C:17]2[CH:21]=[C:20]([CH3:22])[NH:19][N:18]=2)[N:8]=1. Given the reactants [CH3:1][O:2][C:3]1[CH:4]=[C:5]2[C:10](=[C:11]([O:13][CH3:14])[CH:12]=1)[C:9](O)=[N:8][C:7]([NH:16][C:17]1[CH:21]=[C:20]([CH3:22])[NH:19][N:18]=1)=[CH:6]2.O=P(Cl)(Cl)[Cl:25], predict the reaction product. (4) Given the reactants [O:1]1[CH:5]=[CH:4][CH:3]=[C:2]1[CH2:6][C:7]([OH:9])=O.C1C=CC2N(O)N=NC=2C=1.CCN(C(C)C)C(C)C.[CH3:29][O:30][C:31](=[O:45])[C:32]1[CH:37]=[CH:36][C:35]([NH:38][CH:39]([CH2:42][CH3:43])[CH2:40][CH3:41])=[C:34]([NH2:44])[CH:33]=1, predict the reaction product. The product is: [CH3:29][O:30][C:31](=[O:45])[C:32]1[CH:37]=[CH:36][C:35]([NH:38][CH:39]([CH2:40][CH3:41])[CH2:42][CH3:43])=[C:34]([NH:44][C:7](=[O:9])[CH2:6][C:2]2[O:1][CH:5]=[CH:4][CH:3]=2)[CH:33]=1. (5) Given the reactants C([O-])([O-])=O.[Na+].[Na+].[OH:7][C:8]([CH3:41])([CH3:40])[CH2:9][C@@:10]1([C:34]2[CH:39]=[CH:38][CH:37]=[CH:36][CH:35]=2)[O:15][C:14](=[O:16])[N:13]([C@H:17]([C:19]2[CH:24]=[CH:23][C:22](B3OC(C)(C)C(C)(C)O3)=[CH:21][CH:20]=2)[CH3:18])[CH2:12][CH2:11]1.Cl[C:43]1[CH:50]=[CH:49][C:46]([C:47]#[N:48])=[CH:45][N:44]=1, predict the reaction product. The product is: [OH:7][C:8]([CH3:40])([CH3:41])[CH2:9][C@@:10]1([C:34]2[CH:39]=[CH:38][CH:37]=[CH:36][CH:35]=2)[O:15][C:14](=[O:16])[N:13]([C@H:17]([C:19]2[CH:20]=[CH:21][C:22]([C:43]3[CH:50]=[CH:49][C:46]([C:47]#[N:48])=[CH:45][N:44]=3)=[CH:23][CH:24]=2)[CH3:18])[CH2:12][CH2:11]1. (6) Given the reactants Cl.Br[CH2:3][C:4]([O:6][CH2:7][CH3:8])=[O:5].[CH:9]1(/[C:12](=[N:14]/[S:15]([C:17]([CH3:20])([CH3:19])[CH3:18])=[O:16])/[CH3:13])[CH2:11][CH2:10]1, predict the reaction product. The product is: [C:17]([S:15]([NH:14][C:12]([CH:9]1[CH2:11][CH2:10]1)([CH3:13])[CH2:3][C:4]([O:6][CH2:7][CH3:8])=[O:5])=[O:16])([CH3:18])([CH3:19])[CH3:20]. (7) Given the reactants [NH2:1][C:2]1[CH:6]=[C:5]([C:7]2[CH:12]=[CH:11][C:10]([O:13][CH3:14])=[CH:9][CH:8]=2)[NH:4][C:3]=1[C:15]([O:17]CC)=O.[CH:20](N)=[NH:21], predict the reaction product. The product is: [CH3:14][O:13][C:10]1[CH:9]=[CH:8][C:7]([C:5]2[NH:4][C:3]3[C:15]([OH:17])=[N:21][CH:20]=[N:1][C:2]=3[CH:6]=2)=[CH:12][CH:11]=1. (8) Given the reactants [NH2:1][CH2:2][CH2:3][O:4][CH2:5][CH2:6][O:7][CH2:8][CH2:9][NH2:10].[C:11](O[C:11]([O:13][C:14]([CH3:17])([CH3:16])[CH3:15])=[O:12])([O:13][C:14]([CH3:17])([CH3:16])[CH3:15])=[O:12], predict the reaction product. The product is: [C:14]([O:13][C:11](=[O:12])[NH:1][CH2:2][CH2:3][O:4][CH2:5][CH2:6][O:7][CH2:8][CH2:9][NH2:10])([CH3:17])([CH3:16])[CH3:15]. (9) The product is: [OH:1][C:2]1[C:7]2[NH:8][C:9](=[O:11])[S:10][C:6]=2[C:5]([CH2:12][CH2:13][NH:14][CH2:15][CH2:16][N:17]([CH:18]2[CH2:23][CH2:22][NH:21][CH2:20][CH2:19]2)[C:31](=[O:43])[CH2:32][CH2:33][O:34][CH2:35][CH2:36][C:37]2[CH:42]=[CH:41][CH:40]=[CH:39][CH:38]=2)=[CH:4][CH:3]=1. Given the reactants [OH:1][C:2]1[C:7]2[NH:8][C:9](=[O:11])[S:10][C:6]=2[C:5]([CH2:12][CH2:13][NH:14][CH2:15][CH2:16][N:17]([C:31](=[O:43])[CH2:32][CH2:33][O:34][CH2:35][CH2:36][C:37]2[CH:42]=[CH:41][CH:40]=[CH:39][CH:38]=2)[CH:18]2[CH2:23][CH2:22][N:21](C(OC(C)(C)C)=O)[CH2:20][CH2:19]2)=[CH:4][CH:3]=1.Cl.CO.CCOCC, predict the reaction product. (10) Given the reactants [F:1][C:2]1[C:7]([C:8](=[O:15])[CH2:9][C:10]([O:12][CH2:13][CH3:14])=[O:11])=[CH:6][CH:5]=[CH:4][N:3]=1.C(N(CC)CC)C.C(NC1C=CC(S([N:36]=[N+:37]=[N-])(=O)=O)=CC=1)(=O)C.[OH-].[Na+].C(=O)([O-])[O-].[Na+].[Na+], predict the reaction product. The product is: [N+:36](=[C:9]([C:8]([C:7]1[C:2]([F:1])=[N:3][CH:4]=[CH:5][CH:6]=1)=[O:15])[C:10]([O:12][CH2:13][CH3:14])=[O:11])=[N-:37].